This data is from NCI-60 drug combinations with 297,098 pairs across 59 cell lines. The task is: Regression. Given two drug SMILES strings and cell line genomic features, predict the synergy score measuring deviation from expected non-interaction effect. (1) Drug 1: C1=CN(C(=O)N=C1N)C2C(C(C(O2)CO)O)O.Cl. Drug 2: CC1=C2C(C(=O)C3(C(CC4C(C3C(C(C2(C)C)(CC1OC(=O)C(C(C5=CC=CC=C5)NC(=O)C6=CC=CC=C6)O)O)OC(=O)C7=CC=CC=C7)(CO4)OC(=O)C)O)C)OC(=O)C. Cell line: NCI-H322M. Synergy scores: CSS=-1.85, Synergy_ZIP=-3.14, Synergy_Bliss=-8.22, Synergy_Loewe=-14.5, Synergy_HSA=-10.3. (2) Drug 1: C1=NC2=C(N=C(N=C2N1C3C(C(C(O3)CO)O)F)Cl)N. Drug 2: CN(CCCl)CCCl.Cl. Cell line: CCRF-CEM. Synergy scores: CSS=64.1, Synergy_ZIP=-1.86, Synergy_Bliss=-3.79, Synergy_Loewe=-10.7, Synergy_HSA=-2.71. (3) Drug 1: CC12CCC3C(C1CCC2O)C(CC4=C3C=CC(=C4)O)CCCCCCCCCS(=O)CCCC(C(F)(F)F)(F)F. Drug 2: CN(CCCl)CCCl.Cl. Cell line: OVCAR-4. Synergy scores: CSS=7.37, Synergy_ZIP=-2.48, Synergy_Bliss=0.279, Synergy_Loewe=-0.830, Synergy_HSA=0.663. (4) Synergy scores: CSS=26.5, Synergy_ZIP=-7.38, Synergy_Bliss=-6.08, Synergy_Loewe=-6.10, Synergy_HSA=-6.01. Cell line: NCI/ADR-RES. Drug 2: C1=NC(=NC(=O)N1C2C(C(C(O2)CO)O)O)N. Drug 1: C1=C(C(=O)NC(=O)N1)F. (5) Drug 1: CS(=O)(=O)C1=CC(=C(C=C1)C(=O)NC2=CC(=C(C=C2)Cl)C3=CC=CC=N3)Cl. Drug 2: CC1C(C(=O)NC(C(=O)N2CCCC2C(=O)N(CC(=O)N(C(C(=O)O1)C(C)C)C)C)C(C)C)NC(=O)C3=C4C(=C(C=C3)C)OC5=C(C(=O)C(=C(C5=N4)C(=O)NC6C(OC(=O)C(N(C(=O)CN(C(=O)C7CCCN7C(=O)C(NC6=O)C(C)C)C)C)C(C)C)C)N)C. Cell line: MDA-MB-231. Synergy scores: CSS=18.1, Synergy_ZIP=14.4, Synergy_Bliss=19.7, Synergy_Loewe=19.8, Synergy_HSA=19.1. (6) Drug 1: CCC1=C2CN3C(=CC4=C(C3=O)COC(=O)C4(CC)O)C2=NC5=C1C=C(C=C5)O. Drug 2: C1=NC(=NC(=O)N1C2C(C(C(O2)CO)O)O)N. Cell line: ACHN. Synergy scores: CSS=63.6, Synergy_ZIP=-6.90, Synergy_Bliss=-9.21, Synergy_Loewe=-26.6, Synergy_HSA=-7.23.